Dataset: Forward reaction prediction with 1.9M reactions from USPTO patents (1976-2016). Task: Predict the product of the given reaction. (1) Given the reactants F[C:2]1[CH:9]=[CH:8][CH:7]=[CH:6][C:3]=1[CH:4]=[O:5].[NH:10]1[CH2:15][CH2:14][NH:13][CH2:12][CH2:11]1, predict the reaction product. The product is: [N:10]1([C:2]2[CH:9]=[CH:8][CH:7]=[CH:6][C:3]=2[CH:4]=[O:5])[CH2:15][CH2:14][NH:13][CH2:12][CH2:11]1. (2) Given the reactants Br[CH2:2][C:3]1[C:4]([C:21]2[CH:26]=[CH:25][CH:24]=[C:23]([C:27]([F:30])([F:29])[F:28])[CH:22]=2)=[N:5][C:6]2[C:11]([C:12]=1[C:13]([O:15][CH3:16])=[O:14])=[CH:10][C:9]([S:17]([CH3:20])(=[O:19])=[O:18])=[CH:8][CH:7]=2.[F:31][C:32]1([F:43])[CH2:36][CH2:35][N:34]([CH:37]2[CH2:42][CH2:41][NH:40][CH2:39][CH2:38]2)[CH2:33]1, predict the reaction product. The product is: [F:43][C:32]1([F:31])[CH2:36][CH2:35][N:34]([CH:37]2[CH2:38][CH2:39][N:40]([CH2:2][C:3]3[C:4]([C:21]4[CH:26]=[CH:25][CH:24]=[C:23]([C:27]([F:30])([F:29])[F:28])[CH:22]=4)=[N:5][C:6]4[C:11]([C:12]=3[C:13]([O:15][CH3:16])=[O:14])=[CH:10][C:9]([S:17]([CH3:20])(=[O:19])=[O:18])=[CH:8][CH:7]=4)[CH2:41][CH2:42]2)[CH2:33]1. (3) Given the reactants [F:1][C:2]1([F:33])[CH2:6][CH2:5][C@@H:4]([C@@:7]([OH:32])([C:24]2[CH:29]=[CH:28][C:27]([CH:30]=C)=[CH:26][CH:25]=2)[C:8]([O:10][CH:11]2[CH2:16][CH2:15][N:14]([C:17]([O:19][C:20]([CH3:23])([CH3:22])[CH3:21])=[O:18])[CH2:13][CH2:12]2)=[O:9])[CH2:3]1.S([O-])([O-])=[O:35].[Na+].[Na+], predict the reaction product. The product is: [F:1][C:2]1([F:33])[CH2:6][CH2:5][C@@H:4]([C@@:7]([OH:32])([C:24]2[CH:25]=[CH:26][C:27]([CH2:30][OH:35])=[CH:28][CH:29]=2)[C:8]([O:10][CH:11]2[CH2:12][CH2:13][N:14]([C:17]([O:19][C:20]([CH3:23])([CH3:21])[CH3:22])=[O:18])[CH2:15][CH2:16]2)=[O:9])[CH2:3]1. (4) Given the reactants C(Cl)(=O)C(Cl)=O.CS(C)=O.[C:11]([O:15][C:16]([NH:18][C@@H:19]([CH2:34][CH:35]1[CH2:40][CH2:39][CH2:38][CH2:37][CH2:36]1)[C@@H:20]([O:23][Si:24]([CH:31]([CH3:33])[CH3:32])([CH:28]([CH3:30])[CH3:29])[CH:25]([CH3:27])[CH3:26])[CH2:21][OH:22])=[O:17])([CH3:14])([CH3:13])[CH3:12].CCN(CC)CC, predict the reaction product. The product is: [C:11]([O:15][C:16]([NH:18][C@@H:19]([CH2:34][CH:35]1[CH2:36][CH2:37][CH2:38][CH2:39][CH2:40]1)[C@@H:20]([O:23][Si:24]([CH:25]([CH3:26])[CH3:27])([CH:28]([CH3:29])[CH3:30])[CH:31]([CH3:32])[CH3:33])[CH:21]=[O:22])=[O:17])([CH3:12])([CH3:13])[CH3:14]. (5) Given the reactants [CH3:1][O:2][C:3](=[O:16])[C@@H:4]([NH:8][C:9]([O:11][C:12]([CH3:15])([CH3:14])[CH3:13])=[O:10])[CH2:5][CH2:6]I.[CH3:17][O:18][CH2:19][CH2:20][NH:21][CH3:22].C(N(CC)CC)C, predict the reaction product. The product is: [CH3:1][O:2][C:3](=[O:16])[C@@H:4]([NH:8][C:9]([O:11][C:12]([CH3:15])([CH3:14])[CH3:13])=[O:10])[CH2:5][CH2:6][N:21]([CH2:20][CH2:19][O:18][CH3:17])[CH3:22]. (6) Given the reactants C([O-])(O)=O.[Na+].C[C@@H](N)[C@H]1O[C@H]([O:14][C@H:15]2[C@H:20](O)[C@@H:19]([O:22][C@H]3OC[C@@](O)(C)[C@H](NC)[C@H]3O)[C@H:18](N)[CH2:17][C@@H:16]2N)[C@H](N)CC1.C[C@@H](NC)[C@H]1O[C@H](O[C@H:47]2[C@H:52](O)[C@@H:51]([O:54][C@H]3OC[C@@](O)(C)[C@H](NC)[C@H]3O)[C@H:50](N)[CH2:49][C@@H:48]2N)[C@H](N)CC1.[CH3:71][C@@:72]1(O)[C@H](NC)[C@@H](O)[C@@H](O[C@@H]2[C@@H](O)[C@H](O[C@H]3O[C@H](CN)CC[C@H]3N)[C@@H](N)C[C@H]2N)OC1.OS(O)(=O)=O, predict the reaction product. The product is: [C:17]1([CH:71]=[CH:72][C:48]2[CH:47]=[CH:52][C:51]([OH:54])=[CH:50][CH:49]=2)[CH:16]=[C:15]([OH:14])[CH:20]=[C:19]([OH:22])[CH:18]=1.